Dataset: Full USPTO retrosynthesis dataset with 1.9M reactions from patents (1976-2016). Task: Predict the reactants needed to synthesize the given product. (1) Given the product [C:28](=[O:29])([O:33][CH2:31][CH3:32])[O:27][C:5]1[CH:4]=[C:3]([CH2:1][CH3:2])[C:25]([F:26])=[CH:24][C:6]=1[O:7][C:8]1[CH:22]=[CH:21][C:11]([C:12]([N:14]2[CH2:19][CH2:18][NH:17][C:16](=[O:20])[CH2:15]2)=[O:13])=[CH:10][C:9]=1[F:23], predict the reactants needed to synthesize it. The reactants are: [CH2:1]([C:3]1[C:25]([F:26])=[CH:24][C:6]([O:7][C:8]2[CH:22]=[CH:21][C:11]([C:12]([N:14]3[CH2:19][CH2:18][NH:17][C:16](=[O:20])[CH2:15]3)=[O:13])=[CH:10][C:9]=2[F:23])=[C:5]([O:27][CH3:28])[CH:4]=1)[CH3:2].[OH-:29].[K+].[CH2:31]([O:33]C(Cl)=O)[CH3:32]. (2) Given the product [CH3:3][S:4]([C:7]1[CH:8]=[C:9]2[C:13](=[CH:14][CH:15]=1)[N:12]([NH2:18])[CH:11]=[C:10]2[CH3:16])(=[O:6])=[O:5], predict the reactants needed to synthesize it. The reactants are: [H-].[Na+].[CH3:3][S:4]([C:7]1[CH:8]=[C:9]2[C:13](=[CH:14][CH:15]=1)[NH:12][CH:11]=[C:10]2[CH3:16])(=[O:6])=[O:5].C[N:18](C=O)C. (3) Given the product [Br:8][C:9]1[CH:10]=[C:11]([CH2:12][CH2:17][C:18]([OH:25])=[O:19])[CH:14]=[CH:15][CH:16]=1, predict the reactants needed to synthesize it. The reactants are: C(N(CC)CC)C.[Br:8][C:9]1[CH:10]=[C:11]([CH:14]=[CH:15][CH:16]=1)[CH:12]=O.[CH3:17][C:18]1(C)[O:25]C(=O)CC(=O)[O:19]1.Cl. (4) Given the product [CH3:12][C:3]1[CH:4]=[C:5]([CH:10]=[CH:11][C:2]=1[O:1][CH:17]1[CH2:18][O:15][CH2:16]1)[C:6]([O:8][CH3:9])=[O:7], predict the reactants needed to synthesize it. The reactants are: [OH:1][C:2]1[CH:11]=[CH:10][C:5]([C:6]([O:8][CH3:9])=[O:7])=[CH:4][C:3]=1[CH3:12].[H-].[Na+].[O:15]1[CH2:18][CH:17](O)[CH2:16]1. (5) Given the product [CH2:1]([O:3][C:4](=[O:7])[CH2:5][NH:17][CH2:16][CH2:15][NH:14][C:13]([O:12][C:8]([CH3:11])([CH3:10])[CH3:9])=[O:18])[CH3:2], predict the reactants needed to synthesize it. The reactants are: [CH2:1]([O:3][C:4](=[O:7])[CH2:5]Br)[CH3:2].[C:8]([O:12][C:13](=[O:18])[NH:14][CH2:15][CH2:16][NH2:17])([CH3:11])([CH3:10])[CH3:9].CCN(CC)CC. (6) Given the product [CH3:23][O:22][C:16]1[CH:15]=[C:14]([C:5]2[C:6]3[C:11](=[CH:10][C:9]([O:12][CH3:13])=[CH:8][CH:7]=3)[C:2]([NH:24][CH:25]3[CH2:26][CH2:27][N:28]([CH2:31][C:32]4[CH:41]=[CH:40][C:39]5[C:34](=[CH:35][CH:36]=[CH:37][CH:38]=5)[CH:33]=4)[CH2:29][CH2:30]3)=[N:3][N:4]=2)[CH:19]=[CH:18][C:17]=1[O:20][CH3:21], predict the reactants needed to synthesize it. The reactants are: Cl[C:2]1[C:11]2[C:6](=[CH:7][CH:8]=[C:9]([O:12][CH3:13])[CH:10]=2)[C:5]([C:14]2[CH:19]=[CH:18][C:17]([O:20][CH3:21])=[C:16]([O:22][CH3:23])[CH:15]=2)=[N:4][N:3]=1.[NH2:24][CH:25]1[CH2:30][CH2:29][N:28]([CH2:31][C:32]2[CH:41]=[CH:40][C:39]3[C:34](=[CH:35][CH:36]=[CH:37][CH:38]=3)[CH:33]=2)[CH2:27][CH2:26]1. (7) Given the product [CH3:1][C:2]1[C:3]([C:8]2[CH:13]=[CH:12][C:11]([C:14]([OH:17])=[O:15])=[CH:10][CH:9]=2)=[N:4][CH:5]=[CH:6][CH:7]=1, predict the reactants needed to synthesize it. The reactants are: [CH3:1][C:2]1[C:3]([C:8]2[CH:13]=[CH:12][C:11]([CH2:14][OH:15])=[CH:10][CH:9]=2)=[N:4][CH:5]=[CH:6][CH:7]=1.[Cr](O[Cr]([O-])(=O)=O)([O-])(=O)=[O:17].[NH+]1C=CC=CC=1.[NH+]1C=CC=CC=1.O. (8) The reactants are: N1([C:6]([CH2:11][CH3:12])=[CH:7][C:8]([O-:10])=[O:9])CCCC1.[N+:13]([CH2:16][CH2:17][CH3:18])([O-:15])=O.[CH2:19](N(CC)CC)[CH3:20].P(Cl)(Cl)(Cl)=O. Given the product [CH2:17]([C:16]1[C:7]([C:8]([O:10][CH2:19][CH3:20])=[O:9])=[C:6]([CH2:11][CH3:12])[O:15][N:13]=1)[CH3:18], predict the reactants needed to synthesize it.